From a dataset of Catalyst prediction with 721,799 reactions and 888 catalyst types from USPTO. Predict which catalyst facilitates the given reaction. (1) Reactant: [Br:1][C:2]1[S:6][C:5]([NH:7][C:8](=[O:20])[NH:9][S:10]([C:13]2[CH:18]=[CH:17][CH:16]=[C:15]([CH3:19])[CH:14]=2)(=[O:12])=[O:11])=[N:4][C:3]=1[C:21](OCC)=[O:22].[BH4-].[Na+].Cl. Product: [Br:1][C:2]1[S:6][C:5]([NH:7][C:8]([NH:9][S:10]([C:13]2[CH:18]=[CH:17][CH:16]=[C:15]([CH3:19])[CH:14]=2)(=[O:12])=[O:11])=[O:20])=[N:4][C:3]=1[CH2:21][OH:22]. The catalyst class is: 7. (2) Reactant: [B:10]1([B:10]2[O:14][C:13]([CH3:16])([CH3:15])[C:12]([CH3:18])([CH3:17])[O:11]2)[O:14][C:13]([CH3:16])([CH3:15])[C:12]([CH3:18])([CH3:17])[O:11]1.[CH3:19][C:20]([O-])=O.[K+].[O:24]1[CH2:29][CH2:28][O:27][CH2:26]C1. Product: [CH3:16][C:13]1([CH3:15])[C:12]([CH3:17])([CH3:18])[O:11][B:10]([C:17]2[C:19]3[C:20](=[CH:17][CH:12]=[CH:13][CH:15]=3)[C:15]([C:29]3([OH:24])[CH2:26][O:27][CH2:28]3)=[CH:13][CH:12]=2)[O:14]1. The catalyst class is: 140. (3) Reactant: [NH2:1][C:2]1[CH:7]=[CH:6][C:5]([C@@H:8]2[O:13][CH2:12][CH2:11][N:10]([C:14]([O:16][C:17]([CH3:20])([CH3:19])[CH3:18])=[O:15])[CH2:9]2)=[CH:4][CH:3]=1.[C:21]1([C:27]2[CH:31]=[C:30]([C:32](O)=[O:33])[NH:29][N:28]=2)[CH:26]=[CH:25][CH:24]=[CH:23][CH:22]=1.CN1CCOCC1.CN(C(ON1N=NC2C=CC=CC1=2)=[N+](C)C)C.F[P-](F)(F)(F)(F)F. Product: [C:21]1([C:27]2[NH:28][N:29]=[C:30]([C:32]([NH:1][C:2]3[CH:7]=[CH:6][C:5]([C@@H:8]4[O:13][CH2:12][CH2:11][N:10]([C:14]([O:16][C:17]([CH3:20])([CH3:19])[CH3:18])=[O:15])[CH2:9]4)=[CH:4][CH:3]=3)=[O:33])[CH:31]=2)[CH:22]=[CH:23][CH:24]=[CH:25][CH:26]=1. The catalyst class is: 136. (4) Product: [N:1]1[CH:2]=[CH:3][N:4]2[CH:9]=[C:8]([NH:10][C:11](=[O:23])[NH:12][C:13]3[CH:14]=[CH:15][C:16]([C:17]([OH:19])=[O:18])=[CH:21][CH:22]=3)[CH:7]=[CH:6][C:5]=12. Reactant: [N:1]1[CH:2]=[CH:3][N:4]2[CH:9]=[C:8]([NH:10][C:11](=[O:23])[NH:12][C:13]3[CH:22]=[CH:21][C:16]([C:17]([O:19]C)=[O:18])=[CH:15][CH:14]=3)[CH:7]=[CH:6][C:5]=12.[OH-].[Li+]. The catalyst class is: 83. (5) Reactant: Cl[C:2]1[C:6]2[CH:7]=[CH:8][CH:9]=[CH:10][C:5]=2[S:4](=[O:12])(=[O:11])[N:3]=1.[Br:13][C:14]1[CH:20]=[CH:19][C:17]([NH2:18])=[CH:16][CH:15]=1. Product: [Br:13][C:14]1[CH:20]=[CH:19][C:17]([NH:18][C:2]2[C:6]3[CH:7]=[CH:8][CH:9]=[CH:10][C:5]=3[S:4](=[O:12])(=[O:11])[N:3]=2)=[CH:16][CH:15]=1. The catalyst class is: 21.